This data is from Peptide-MHC class I binding affinity with 185,985 pairs from IEDB/IMGT. The task is: Regression. Given a peptide amino acid sequence and an MHC pseudo amino acid sequence, predict their binding affinity value. This is MHC class I binding data. (1) The peptide sequence is LERPLAVQL. The MHC is HLA-B07:02 with pseudo-sequence HLA-B07:02. The binding affinity (normalized) is 0.213. (2) The peptide sequence is AEMVAKYDL. The MHC is HLA-A29:02 with pseudo-sequence HLA-A29:02. The binding affinity (normalized) is 0.0847.